Dataset: Retrosynthesis with 50K atom-mapped reactions and 10 reaction types from USPTO. Task: Predict the reactants needed to synthesize the given product. (1) The reactants are: CN1CCN(c2cccc(N)c2)CC1.Fc1ccc(-n2cc(-c3cccn4nc(Cl)nc34)cn2)cc1. Given the product CN1CCN(c2cccc(Nc3nc4c(-c5cnn(-c6ccc(F)cc6)c5)cccn4n3)c2)CC1, predict the reactants needed to synthesize it. (2) Given the product Nc1cc(N2CCSCC2)ccc1[N+](=O)[O-], predict the reactants needed to synthesize it. The reactants are: C1CSCCN1.Nc1cc(Cl)ccc1[N+](=O)[O-]. (3) Given the product O=C(CC(c1ccccc1)c1ccc2c(cnn2-c2ccc(F)cc2)c1)Nc1nncs1, predict the reactants needed to synthesize it. The reactants are: Nc1nncs1.O=C(O)CC(c1ccccc1)c1ccc2c(cnn2-c2ccc(F)cc2)c1. (4) Given the product CNC(=O)N(N=C(C)C)C(=O)c1ccc(Cl)cc1, predict the reactants needed to synthesize it. The reactants are: CC(C)=NNC(=O)c1ccc(Cl)cc1.CN=C=O. (5) Given the product CC(C)C[C@H]1CN(c2ccc(OC(F)F)c(OCC3CC3)c2)CCN1C(=O)Cc1c[nH]cn1, predict the reactants needed to synthesize it. The reactants are: CC(C)C[C@H]1CN(c2ccc(OC(F)F)c(OCC3CC3)c2)CCN1.O=C(O)Cc1c[nH]cn1. (6) Given the product O=C(CC1CC1)c1cccc2sccc12, predict the reactants needed to synthesize it. The reactants are: Brc1cccc2sccc12.CON(C)C(=O)CC1CC1. (7) The reactants are: CCCCCCCC(=O)Cl.O=C1O[C@H]([C@@H](O)CO)C(O)=C1OCC(O)CO. Given the product CCCCCCCC(=O)OC1=C(OCC(O)CO)C(=O)O[C@@H]1[C@@H](O)CO, predict the reactants needed to synthesize it.